From a dataset of Retrosynthesis with 50K atom-mapped reactions and 10 reaction types from USPTO. Predict the reactants needed to synthesize the given product. (1) Given the product Cc1cc(/C=C/CO)ccc1F, predict the reactants needed to synthesize it. The reactants are: Cc1cc(/C=C/C(=O)O)ccc1F. (2) Given the product CC(CC(=O)Nc1cccc(-c2cc3nc(-c4cccc5[nH]ncc45)nc(N4CCOCC4)c3s2)c1)NC(=O)OC(C)(C)C, predict the reactants needed to synthesize it. The reactants are: CC(CC(=O)Nc1cccc(-c2cc3nc(Cl)nc(N4CCOCC4)c3s2)c1)NC(=O)OC(C)(C)C.CC1(C)OB(c2cccc3[nH]ncc23)OC1(C)C. (3) Given the product CCCc1cc(N)cnc1Cc1ccnn1-c1ncccc1Br, predict the reactants needed to synthesize it. The reactants are: CCCc1cc([N+](=O)[O-])cnc1Cc1ccnn1-c1ncccc1Br. (4) Given the product CC(=O)c1ccc(Nc2nc(N(C)C3CCN(C)CC3)nc3c2ncn3C2CCCCO2)cc1, predict the reactants needed to synthesize it. The reactants are: CC(=O)c1ccc(Nc2nc(F)nc3c2ncn3C2CCCCO2)cc1.CNC1CCN(C)CC1. (5) Given the product OCCc1cn(C(c2ccccc2)(c2ccccc2)c2ccccc2)nn1, predict the reactants needed to synthesize it. The reactants are: C#CCCO.[N-]=[N+]=NC(c1ccccc1)(c1ccccc1)c1ccccc1. (6) The reactants are: COc1cc(C(=O)O)c(Cl)cc1[N+](=O)[O-]. Given the product COc1cc(C(=O)O)c(Cl)cc1N, predict the reactants needed to synthesize it. (7) Given the product CC(O)CN[C@@H](C)c1ccc(F)cc1, predict the reactants needed to synthesize it. The reactants are: CC(=O)CN[C@@H](C)c1ccc(F)cc1. (8) Given the product CCOC(=O)CNC(=O)[C@@H]1CS[C@H](c2ccccc2O)N1C(=O)CCSC(=O)c1ccccc1, predict the reactants needed to synthesize it. The reactants are: CCOC(=O)CN.O=C(SCCC(=O)N1[C@H](C(=O)O)CS[C@@H]1c1ccccc1O)c1ccccc1. (9) Given the product CCCCCCCCCCCCCCCCCC[N+](C)(C)CCCNC(=O)c1ccc(N(C)C)cc1, predict the reactants needed to synthesize it. The reactants are: CCCCCCCCCCCCCCCCCCCl.CN(C)CCCNC(=O)c1ccc(N(C)C)cc1. (10) Given the product c1ccc(N(c2ccccc2)c2cccc3c2ccc2cc4ccccc4cc23)cc1, predict the reactants needed to synthesize it. The reactants are: Brc1cccc2c1ccc1cc3ccccc3cc12.c1ccc(Nc2ccccc2)cc1.